Dataset: Full USPTO retrosynthesis dataset with 1.9M reactions from patents (1976-2016). Task: Predict the reactants needed to synthesize the given product. (1) Given the product [Cl:12][C:13]([Cl:18])([Cl:17])[C:14]([C:4]1[CH2:3][CH2:2][O:1][CH:5]=1)=[O:15], predict the reactants needed to synthesize it. The reactants are: [O:1]1[CH:5]=[CH:4][CH2:3][CH2:2]1.N1C=CC=CC=1.[Cl:12][C:13]([Cl:18])([Cl:17])[C:14](Cl)=[O:15].C([O-])(O)=O.[Na+]. (2) Given the product [C:1]([O:5][C:6]([N:8]1[C:12]2[CH:13]=[C:14]([CH2:16][OH:17])[S:15][C:11]=2[C:10]([I:25])=[N:9]1)=[O:7])([CH3:4])([CH3:2])[CH3:3], predict the reactants needed to synthesize it. The reactants are: [C:1]([O:5][C:6]([N:8]1[C:12]2[CH:13]=[C:14]([C:16](C)(C)[O:17][SiH2]C(C)(C)C)[S:15][C:11]=2[C:10]([I:25])=[N:9]1)=[O:7])([CH3:4])([CH3:3])[CH3:2].CCCC[N+](CCCC)(CCCC)CCCC.[F-].